The task is: Predict the reactants needed to synthesize the given product.. This data is from Full USPTO retrosynthesis dataset with 1.9M reactions from patents (1976-2016). Given the product [Cl:1][C:2]1[CH:3]=[C:4]2[C:8](=[CH:9][C:10]=1[O:11][CH3:12])[C:7]([CH2:13][C:19]#[N:20])([C:21]#[N:22])[CH2:6][CH2:5]2, predict the reactants needed to synthesize it. The reactants are: [Cl:1][C:2]1[CH:3]=[C:4]2[C:8](=[CH:9][C:10]=1[O:11][CH3:12])/[C:7](=[C:13](\[C:19]#[N:20])/C(OCC)=O)/[CH2:6][CH2:5]2.[C-:21]#[N:22].[K+].